Dataset: Reaction yield outcomes from USPTO patents with 853,638 reactions. Task: Predict the reaction yield, written as a fraction of the theoretical maximum amount of product (1.0 means a 100% yield; for example, 0.34 means a 34% yield). (1) The reactants are C(=O)([O-])[O-].[K+].[K+].[CH2:7]([SH:10])[CH2:8][CH3:9].CN1CCCC1=O.F[C:19]1[CH:24]=[CH:23][C:22]([F:25])=[CH:21][C:20]=1[N+:26]([O-:28])=[O:27]. The catalyst is O. The product is [F:25][C:22]1[CH:23]=[CH:24][C:19]([S:10][CH2:7][CH2:8][CH3:9])=[C:20]([N+:26]([O-:28])=[O:27])[CH:21]=1. The yield is 0.990. (2) The reactants are Cl.[CH3:2][C@H:3]1[O:8][CH2:7][CH2:6][NH:5][CH2:4]1.C(N(C(C)C)C(C)C)C.[Br:18][C:19]1[CH:20]=[C:21]([C:35]([O:37][CH3:38])=[O:36])[CH:22]=[C:23]2[C:28]=1[O:27][C:26](S(CC)(=O)=O)=[CH:25][C:24]2=[O:34]. The catalyst is C(Cl)Cl. The product is [Br:18][C:19]1[CH:20]=[C:21]([C:35]([O:37][CH3:38])=[O:36])[CH:22]=[C:23]2[C:28]=1[O:27][C:26]([N:5]1[CH2:6][CH2:7][O:8][C@H:3]([CH3:2])[CH2:4]1)=[CH:25][C:24]2=[O:34]. The yield is 0.880.